This data is from Full USPTO retrosynthesis dataset with 1.9M reactions from patents (1976-2016). The task is: Predict the reactants needed to synthesize the given product. (1) The reactants are: [CH3:1][O:2][C:3](=[O:35])[C:4]1[CH:9]=[CH:8][C:7](CN2C=C(C3C=CC(Cl)=CC=3Cl)N=C2/C=C/C2C=C(Br)C=CC=2OC)=[CH:6][CH:5]=1.C(OC1C=CC(B(O)O)=CC=1)C. Given the product [CH3:1][O:2][C:3](=[O:35])[C:4]1[CH:9]=[CH:8][CH:7]=[CH:6][CH:5]=1, predict the reactants needed to synthesize it. (2) Given the product [Br:9][C:10]1[CH:11]=[C:12]([O:17][C:18]2[C:23]([F:24])=[C:22]([CH2:25][Br:1])[CH:21]=[CH:20][C:19]=2[Cl:26])[CH:13]=[C:14]([Cl:16])[CH:15]=1, predict the reactants needed to synthesize it. The reactants are: [Br:1]N1C(=O)CCC1=O.[Br:9][C:10]1[CH:11]=[C:12]([O:17][C:18]2[C:23]([F:24])=[C:22]([CH3:25])[CH:21]=[CH:20][C:19]=2[Cl:26])[CH:13]=[C:14]([Cl:16])[CH:15]=1. (3) Given the product [N:18]1[CH:19]=[CH:20][CH:21]=[CH:22][C:17]=1[C:13]1[C:12]([CH2:11][O:10][C:7]2[CH:8]=[CH:9][C:4]([C:3]([OH:23])=[O:2])=[CH:5][N:6]=2)=[CH:16][O:15][N:14]=1, predict the reactants needed to synthesize it. The reactants are: C[O:2][C:3](=[O:23])[C:4]1[CH:9]=[CH:8][C:7]([O:10][CH2:11][C:12]2[C:13]([C:17]3[CH:22]=[CH:21][CH:20]=[CH:19][N:18]=3)=[N:14][O:15][CH:16]=2)=[N:6][CH:5]=1.C(OC(C1C(C2C=CC=CN=2)=NOC=1)=O)C.